This data is from Catalyst prediction with 721,799 reactions and 888 catalyst types from USPTO. The task is: Predict which catalyst facilitates the given reaction. Reactant: C([O:3][C:4](=[O:33])[C:5]1[CH:10]=[C:9]([N:11]2[C:15]([CH3:16])=[CH:14][CH:13]=[C:12]2[C:17]2[CH:22]=[C:21]([Br:23])[CH:20]=[CH:19][C:18]=2[O:24][CH2:25][C:26]2[CH:31]=[CH:30][C:29]([Cl:32])=[CH:28][CH:27]=2)[CH:8]=[N:7][CH:6]=1)C.[OH-].[Na+].CCO. Product: [Br:23][C:21]1[CH:20]=[CH:19][C:18]([O:24][CH2:25][C:26]2[CH:27]=[CH:28][C:29]([Cl:32])=[CH:30][CH:31]=2)=[C:17]([C:12]2[N:11]([C:9]3[CH:8]=[N:7][CH:6]=[C:5]([CH:10]=3)[C:4]([OH:33])=[O:3])[C:15]([CH3:16])=[CH:14][CH:13]=2)[CH:22]=1. The catalyst class is: 25.